Dataset: Drug-target binding data from BindingDB using Ki measurements. Task: Regression. Given a target protein amino acid sequence and a drug SMILES string, predict the binding affinity score between them. We predict pKi (pKi = -log10(Ki in M); higher means stronger inhibition). Dataset: bindingdb_ki. The drug is CC(C)[C@H](NC(=O)[C@H](C)N)C(=O)N1CCC[C@H]1C(=O)N[C@@H](Cc1c[nH]c2ccccc12)C(=O)O. The target protein sequence is MGPKDSAKCLHRGPQPSHWAAGDGPTQERCGPRSLGSPVLGLDTCRAWDHVDGQILGQLRPLTEEEEEEGAGATLSRGPAFPGMGSEELRLASFYDWPLTAEVPPELLAAAGFFHTGHQDKVRCFFCYGGLQSWKRGDDPWTEHAKWFPGCQFLLRSKGQEYINNIHLTHSL. The pKi is 7.4.